Dataset: Forward reaction prediction with 1.9M reactions from USPTO patents (1976-2016). Task: Predict the product of the given reaction. (1) Given the reactants [CH3:1][C:2]1[CH:14]=[C:13]([S:15][CH2:16][C:17]2[S:21][C:20]([C:22]3[CH:27]=[CH:26][C:25]([C:28]([F:31])([F:30])[F:29])=[CH:24][CH:23]=3)=[N:19][C:18]=2[CH3:32])[CH:12]=[CH:11][C:3]=1[O:4][CH2:5][C:6]([O:8]CC)=[O:7].[OH-].[Na+].Cl, predict the reaction product. The product is: [CH3:1][C:2]1[CH:14]=[C:13]([S:15][CH2:16][C:17]2[S:21][C:20]([C:22]3[CH:23]=[CH:24][C:25]([C:28]([F:31])([F:29])[F:30])=[CH:26][CH:27]=3)=[N:19][C:18]=2[CH3:32])[CH:12]=[CH:11][C:3]=1[O:4][CH2:5][C:6]([OH:8])=[O:7]. (2) The product is: [OH:1][CH2:2][CH2:3][NH:4][C:5]1[N:10]=[CH:9][C:8]([CH:11]([CH3:15])[C:12]([NH:71][CH2:70][C:69]2[C:64]([N:61]3[CH2:62][CH2:63][CH:58]([CH3:57])[CH2:59][CH2:60]3)=[N:65][C:66]([C:72]([F:75])([F:73])[F:74])=[CH:67][CH:68]=2)=[O:14])=[CH:7][CH:6]=1. Given the reactants [OH:1][CH2:2][CH2:3][NH:4][C:5]1[N:10]=[CH:9][C:8]([CH:11]([CH3:15])[C:12]([OH:14])=O)=[CH:7][CH:6]=1.CCN(C(C)C)C(C)C.ON1C2C=CC=CC=2N=N1.CN(C(ON1N=NC2C=CC=CC1=2)=[N+](C)C)C.[B-](F)(F)(F)F.[CH3:57][CH:58]1[CH2:63][CH2:62][N:61]([C:64]2[C:69]([CH2:70][NH2:71])=[CH:68][CH:67]=[C:66]([C:72]([F:75])([F:74])[F:73])[N:65]=2)[CH2:60][CH2:59]1, predict the reaction product. (3) Given the reactants C[O:2][C:3](=[O:16])[C:4]1[CH:9]=[CH:8][C:7]([C:10]2[O:14][CH:13]=[N:12][C:11]=2[CH3:15])=[N:6][CH:5]=1.[OH-].[Na+], predict the reaction product. The product is: [CH3:15][C:11]1[N:12]=[CH:13][O:14][C:10]=1[C:7]1[CH:8]=[CH:9][C:4]([C:3]([OH:16])=[O:2])=[CH:5][N:6]=1.